Predict the reactants needed to synthesize the given product. From a dataset of Full USPTO retrosynthesis dataset with 1.9M reactions from patents (1976-2016). (1) Given the product [CH3:1][C:2]1[NH:19][C:5]2=[N:6][CH:7]=[CH:8][C:9]([C:30]3[CH:35]=[CH:34][C:33]([S:36]([N:39]4[CH2:43][CH2:42][CH2:41][CH2:40]4)(=[O:38])=[O:37])=[CH:32][N:31]=3)=[C:4]2[CH:3]=1, predict the reactants needed to synthesize it. The reactants are: [CH3:1][C:2]1[N:19](S(C2C=CC=CC=2)(=O)=O)[C:5]2=[N:6][CH:7]=[CH:8][C:9](B3OC(C)(C)C(C)(C)O3)=[C:4]2[CH:3]=1.Cl[C:30]1[CH:35]=[CH:34][C:33]([S:36]([N:39]2[CH2:43][CH2:42][CH2:41][CH2:40]2)(=[O:38])=[O:37])=[CH:32][N:31]=1.C(=O)([O-])[O-].[Na+].[Na+].[OH-].[Na+]. (2) Given the product [C:17]([O:16][C@@H:10]([C:4]1[C:5]([CH3:9])=[N:6][C:7]([CH3:8])=[C:2]([C:40]2[CH:39]=[CH:38][C:37]([O:36][CH2:35][C:34]3[CH:33]=[CH:32][C:31]([O:30][CH3:29])=[CH:47][CH:46]=3)=[CH:42][CH:41]=2)[C:3]=1[N:21]1[CH2:26][CH2:25][C:24]([CH3:28])([CH3:27])[CH2:23][CH2:22]1)[C:11]([O:13][CH2:14][CH3:15])=[O:12])([CH3:20])([CH3:19])[CH3:18], predict the reactants needed to synthesize it. The reactants are: Br[C:2]1[C:3]([N:21]2[CH2:26][CH2:25][C:24]([CH3:28])([CH3:27])[CH2:23][CH2:22]2)=[C:4]([C@H:10]([O:16][C:17]([CH3:20])([CH3:19])[CH3:18])[C:11]([O:13][CH2:14][CH3:15])=[O:12])[C:5]([CH3:9])=[N:6][C:7]=1[CH3:8].[CH3:29][O:30][C:31]1[CH:47]=[CH:46][C:34]([CH2:35][O:36][C:37]2[CH:42]=[CH:41][C:40](B(O)O)=[CH:39][CH:38]=2)=[CH:33][CH:32]=1.C([O-])([O-])=O.[Na+].[Na+]. (3) Given the product [C:11]([O:4][CH2:3][C:2]([CH3:10])([CH3:1])[CH2:5][C:6]([OH:25])([CH3:8])[CH3:7])(=[O:15])[C:12]([CH3:14])=[CH2:13], predict the reactants needed to synthesize it. The reactants are: [CH3:1][C:2]([CH3:10])([CH:5](O)[CH:6]([CH3:8])[CH3:7])[CH2:3][OH:4].[C:11](O[C:11](=[O:15])[C:12]([CH3:14])=[CH2:13])(=[O:15])[C:12]([CH3:14])=[CH2:13].C1C[O:25]CC1. (4) Given the product [NH:8]1[CH2:5][CH2:4][O:15][CH2:16][CH2:13]1.[O:24]([C:22]1[CH:21]=[CH:20][N:19]=[C:18]([N:8]2[CH2:5][CH2:4][O:15][CH2:16][CH2:13]2)[CH:23]=1)[CH3:25], predict the reactants needed to synthesize it. The reactants are: BrC1C=[C:4]([O:15][CH3:16])[C:5]([N:8]2[CH2:13]CN(C)CC2)=NC=1.Cl[C:18]1[CH:23]=[C:22]([O:24][CH3:25])[CH:21]=[CH:20][N:19]=1. (5) Given the product [CH3:18][C:16]1([CH3:19])[C:15]2[C:10](=[CH:11][C:12]([NH:20][C:21](=[O:22])[C:23]3[CH:28]=[CH:27][CH:26]=[N:25][C:24]=3[NH:29][CH2:30][C:31]3[CH:36]=[CH:35][N:34]=[C:33]4[NH:37][CH:38]=[CH:39][C:32]=34)=[CH:13][CH:14]=2)[CH2:9][NH:8][CH2:17]1, predict the reactants needed to synthesize it. The reactants are: C(OC([N:8]1[CH2:17][C:16]([CH3:19])([CH3:18])[C:15]2[C:10](=[CH:11][C:12]([NH:20][C:21]([C:23]3[C:24]([NH:29][CH2:30][C:31]4[CH:36]=[CH:35][N:34]=[C:33]5[NH:37][CH:38]=[CH:39][C:32]=45)=[N:25][CH:26]=[CH:27][CH:28]=3)=[O:22])=[CH:13][CH:14]=2)[CH2:9]1)=O)(C)(C)C.Cl.C([O-])(O)=O.[Na+].